This data is from Full USPTO retrosynthesis dataset with 1.9M reactions from patents (1976-2016). The task is: Predict the reactants needed to synthesize the given product. Given the product [CH3:1][O:2][C:3]1[C:8]([NH:9][S:31]([C:29]2[CH:28]=[N:27][N:26]([CH3:25])[CH:30]=2)(=[O:33])=[O:32])=[CH:7][C:6]([C:10]#[C:11][C:12]2[C:13]([CH3:24])=[N:14][CH:15]=[N:16][C:17]=2[N:18]2[CH2:19][CH2:20][O:21][CH2:22][CH2:23]2)=[CH:5][N:4]=1, predict the reactants needed to synthesize it. The reactants are: [CH3:1][O:2][C:3]1[C:8]([NH2:9])=[CH:7][C:6]([C:10]#[C:11][C:12]2[C:13]([CH3:24])=[N:14][CH:15]=[N:16][C:17]=2[N:18]2[CH2:23][CH2:22][O:21][CH2:20][CH2:19]2)=[CH:5][N:4]=1.[CH3:25][N:26]1[CH:30]=[C:29]([S:31](Cl)(=[O:33])=[O:32])[CH:28]=[N:27]1.N1C=CC=CC=1.O.